Dataset: Full USPTO retrosynthesis dataset with 1.9M reactions from patents (1976-2016). Task: Predict the reactants needed to synthesize the given product. The reactants are: [C:1]1([C:7]2([CH:13]=O)[CH2:12][CH2:11][CH2:10][CH2:9][CH2:8]2)[CH:6]=[CH:5][CH:4]=[CH:3][CH:2]=1.[CH3:15][NH2:16].[ClH:17]. Given the product [CH3:15][NH:16][CH2:13][C:7]1([C:1]2[CH:6]=[CH:5][CH:4]=[CH:3][CH:2]=2)[CH2:12][CH2:11][CH2:10][CH2:9][CH2:8]1.[ClH:17].[CH3:15][NH:16][CH2:13][C:7]1([C:1]2[CH:6]=[CH:5][CH:4]=[CH:3][CH:2]=2)[CH2:12][CH2:11][CH2:10][CH2:9][CH2:8]1, predict the reactants needed to synthesize it.